Dataset: Peptide-MHC class I binding affinity with 185,985 pairs from IEDB/IMGT. Task: Regression. Given a peptide amino acid sequence and an MHC pseudo amino acid sequence, predict their binding affinity value. This is MHC class I binding data. (1) The peptide sequence is YDAPGWLIW. The MHC is HLA-B58:01 with pseudo-sequence HLA-B58:01. The binding affinity (normalized) is 0.438. (2) The peptide sequence is FVLGFLGFL. The MHC is Mamu-B8701 with pseudo-sequence Mamu-B8701. The binding affinity (normalized) is 0. (3) The peptide sequence is MILPAALAF. The MHC is HLA-B35:01 with pseudo-sequence HLA-B35:01. The binding affinity (normalized) is 0.448. (4) The binding affinity (normalized) is 0.188. The MHC is HLA-A02:01 with pseudo-sequence HLA-A02:01. The peptide sequence is NITPDDGLGL. (5) The peptide sequence is KSNEKNMDF. The MHC is HLA-A26:01 with pseudo-sequence HLA-A26:01. The binding affinity (normalized) is 0.0847. (6) The peptide sequence is STFATVLEY. The MHC is HLA-A02:06 with pseudo-sequence HLA-A02:06. The binding affinity (normalized) is 0.0847. (7) The MHC is HLA-A24:03 with pseudo-sequence HLA-A24:03. The binding affinity (normalized) is 0.0847. The peptide sequence is MTFPLHFRS. (8) The peptide sequence is LFFPFGLFK. The MHC is HLA-B83:01 with pseudo-sequence HLA-B83:01. The binding affinity (normalized) is 0.213. (9) The peptide sequence is FNRDKTEAILQ. The MHC is H-2-Db with pseudo-sequence H-2-Db. The binding affinity (normalized) is 0. (10) The peptide sequence is RPLMKNTYL. The MHC is HLA-B40:01 with pseudo-sequence HLA-B40:01. The binding affinity (normalized) is 0.0847.